Dataset: Peptide-MHC class II binding affinity with 134,281 pairs from IEDB. Task: Regression. Given a peptide amino acid sequence and an MHC pseudo amino acid sequence, predict their binding affinity value. This is MHC class II binding data. (1) The peptide sequence is NDAIKASTGGAYESY. The MHC is HLA-DQA10102-DQB10602 with pseudo-sequence HLA-DQA10102-DQB10602. The binding affinity (normalized) is 0.412. (2) The peptide sequence is QNSLSAEWSPCSVT. The MHC is DRB1_0401 with pseudo-sequence DRB1_0401. The binding affinity (normalized) is 0.337. (3) The peptide sequence is GELQIVDLIDAAFKI. The MHC is DRB1_0701 with pseudo-sequence DRB1_0701. The binding affinity (normalized) is 0.841.